From a dataset of HIV replication inhibition screening data with 41,000+ compounds from the AIDS Antiviral Screen. Binary Classification. Given a drug SMILES string, predict its activity (active/inactive) in a high-throughput screening assay against a specified biological target. (1) The drug is O=C1NC(=O)C(COCc2ccccc2)C2=C1SCCC2. The result is 0 (inactive). (2) The compound is CC1SCc2nc3ccccc3n21. The result is 0 (inactive). (3) The compound is CS(=O)(=O)Oc1nn2c(OS(C)(=O)=O)nnc2s1. The result is 0 (inactive). (4) The compound is COc1ccc(N=Nc2ccc3oc(=O)c(C(=O)Nc4ccccc4)cc3c2)cc1. The result is 0 (inactive). (5) The drug is NC1CC(n2ccc(=O)[nH]c2=O)OC1C(O)CO. The result is 0 (inactive). (6) The result is 0 (inactive). The drug is O=[N+]([O-])C(=C(Cl)Cl)C(Cl)=C(Cl)Cl. (7) The drug is Cc1ccc(S(=O)(=O)OC(c2ccc(Cl)cc2Cl)C2OC(=O)c3ccccc32)cc1. The result is 0 (inactive). (8) The molecule is CCN(CC)CCn1c(=O)c2ccccc2n2c3c(=O)n(C)c(=O)n(C)c3nc12. The result is 0 (inactive). (9) The molecule is O=C(Nc1ccccc1-c1nc2ccccc2nc1O)c1ccccc1. The result is 0 (inactive).